Dataset: Forward reaction prediction with 1.9M reactions from USPTO patents (1976-2016). Task: Predict the product of the given reaction. (1) Given the reactants [CH2:1]([O:3][C:4](=[O:28])/[C:5](/O)=[CH:6]/[C:7]1[C:12]([N+:13]([O-])=O)=[CH:11][N:10]=[C:9]([N:16]2[CH2:21][CH2:20][N:19]([CH:22]3[CH2:26][CH2:25][CH2:24][CH2:23]3)[CH2:18][CH2:17]2)[CH:8]=1)[CH3:2], predict the reaction product. The product is: [CH2:1]([O:3][C:4]([C:5]1[NH:13][C:12]2=[CH:11][N:10]=[C:9]([N:16]3[CH2:21][CH2:20][N:19]([CH:22]4[CH2:26][CH2:25][CH2:24][CH2:23]4)[CH2:18][CH2:17]3)[CH:8]=[C:7]2[CH:6]=1)=[O:28])[CH3:2]. (2) The product is: [NH2:25][CH2:24][C:22]1[CH:21]=[CH:20][C:19]([OH:26])=[C:18]([C:15]2[C:16]([OH:17])=[C:11]([C:9]3[NH:8][C:7]4[CH:35]=[CH:36][C:4]([C:1](=[NH:2])[NH2:3])=[CH:5][C:6]=4[N:10]=3)[CH:12]=[C:13]([CH:27]([CH2:31][C:32]([OH:34])=[O:33])[C:28]([OH:30])=[O:29])[CH:14]=2)[CH:23]=1. Given the reactants [C:1]([C:4]1[CH:36]=[CH:35][C:7]2[NH:8][C:9]([C:11]3[CH:12]=[C:13]([CH:27]([CH2:31][C:32]([OH:34])=[O:33])[C:28]([OH:30])=[O:29])[CH:14]=[C:15]([C:18]4[CH:23]=[C:22]([C:24]#[N:25])[CH:21]=[CH:20][C:19]=4[OH:26])[C:16]=3[OH:17])=[N:10][C:6]=2[CH:5]=1)(=[NH:3])[NH2:2].[H][H], predict the reaction product.